This data is from Catalyst prediction with 721,799 reactions and 888 catalyst types from USPTO. The task is: Predict which catalyst facilitates the given reaction. (1) Product: [CH2:1]([NH:3][C:4](=[O:46])[NH:5][C:6]1[N:11]=[CH:10][C:9]([C:12]2[CH:13]=[C:14]3[C:19](=[CH:20][CH:21]=2)[N:18]([CH:22]([CH:25]2[CH2:30][CH2:29][O:28][CH2:27][CH2:26]2)[CH2:23][OH:24])[CH:17]=[C:16]([C:31]([OH:33])=[O:32])[C:15]3=[O:36])=[C:8]([C:37]2[S:38][CH:39]=[C:40]([C:42]([F:45])([F:43])[F:44])[N:41]=2)[CH:7]=1)[CH3:2]. The catalyst class is: 193. Reactant: [CH2:1]([NH:3][C:4](=[O:46])[NH:5][C:6]1[N:11]=[CH:10][C:9]([C:12]2[CH:13]=[C:14]3[C:19](=[CH:20][CH:21]=2)[N:18]([CH:22]([CH:25]2[CH2:30][CH2:29][O:28][CH2:27][CH2:26]2)[CH2:23][OH:24])[CH:17]=[C:16]([C:31]([O:33]CC)=[O:32])[C:15]3=[O:36])=[C:8]([C:37]2[S:38][CH:39]=[C:40]([C:42]([F:45])([F:44])[F:43])[N:41]=2)[CH:7]=1)[CH3:2].[OH-].[Li+]. (2) Reactant: [NH2:1][C:2]1[CH:3]=[C:4]2[C:8](=[CH:9][CH:10]=1)[CH2:7][C:6]1([C:14](=[O:15])[NH:13][C:12](=[O:16])[NH:11]1)[CH2:5]2.[C:17]1([S:27](Cl)(=[O:29])=[O:28])[C:26]2[C:21](=[CH:22][CH:23]=[CH:24][CH:25]=2)[CH:20]=[CH:19][CH:18]=1.C(N(CC)CC)C. Product: [C:17]1([S:27]([NH:1][C:2]2[CH:3]=[C:4]3[C:8](=[CH:9][CH:10]=2)[CH2:7][C:6]2([C:14](=[O:15])[NH:13][C:12](=[O:16])[NH:11]2)[CH2:5]3)(=[O:29])=[O:28])[C:26]2[C:21](=[CH:22][CH:23]=[CH:24][CH:25]=2)[CH:20]=[CH:19][CH:18]=1. The catalyst class is: 1. (3) Reactant: [C:1]1([CH2:7][C:8]([NH2:10])=[O:9])[CH:6]=[CH:5][CH:4]=[CH:3][CH:2]=1.[C:11]1([CH2:17][CH:18]=[O:19])[CH:16]=[CH:15][CH:14]=[CH:13][CH:12]=1.C[Si](C(F)(F)F)(C)C. Product: [C:1]1([CH2:7][CH:8]([NH:10][C:18](=[O:19])[CH2:17][C:11]2[CH:16]=[CH:15][CH:14]=[CH:13][CH:12]=2)[NH:10][C:8](=[O:9])[CH2:7][C:1]2[CH:6]=[CH:5][CH:4]=[CH:3][CH:2]=2)[CH:6]=[CH:5][CH:4]=[CH:3][CH:2]=1. The catalyst class is: 390.